Dataset: Catalyst prediction with 721,799 reactions and 888 catalyst types from USPTO. Task: Predict which catalyst facilitates the given reaction. (1) Reactant: [Cl:1][CH2:2][C:3]1[N:7]=[C:6]([C:8]2[CH:13]=[CH:12][CH:11]=[C:10]([O:14][CH3:15])[CH:9]=2)[O:5][N:4]=1.[C:16]1([C@@H:22]([NH:34][C:35]2[CH:40]=[CH:39][CH:38]=[CH:37][CH:36]=2)[C:23]([O:25][C@@H:26]2[CH:31]3[CH2:32][CH2:33][N:28]([CH2:29][CH2:30]3)[CH2:27]2)=[O:24])[CH:21]=[CH:20][CH:19]=[CH:18][CH:17]=1. Product: [Cl-:1].[CH3:15][O:14][C:10]1[CH:9]=[C:8]([C:6]2[O:5][N:4]=[C:3]([CH2:2][N+:28]34[CH2:29][CH2:30][CH:31]([CH2:32][CH2:33]3)[C@@H:26]([O:25][C:23](=[O:24])[C@@H:22]([C:16]3[CH:21]=[CH:20][CH:19]=[CH:18][CH:17]=3)[NH:34][C:35]3[CH:40]=[CH:39][CH:38]=[CH:37][CH:36]=3)[CH2:27]4)[N:7]=2)[CH:13]=[CH:12][CH:11]=1. The catalyst class is: 10. (2) Reactant: Cl[C:2]1[C:7]2[N:8]=[C:9]([NH:12][C:13]3[CH:18]=[CH:17][C:16]([C:19]4[CH:20]=[N:21][N:22]([CH3:24])[CH:23]=4)=[CH:15][C:14]=3[CH3:25])[N:10]=[CH:11][C:6]=2[CH:5]=[CH:4][N:3]=1.[CH3:26][N:27]1[CH:31]=[C:30](B2OC(C)(C)C(C)(C)O2)[CH:29]=[N:28]1.C(=O)([O-])[O-].[Cs+].[Cs+]. Product: [CH3:26][N:27]1[CH:31]=[C:30]([C:2]2[C:7]3[N:8]=[C:9]([NH:12][C:13]4[CH:18]=[CH:17][C:16]([C:19]5[CH:20]=[N:21][N:22]([CH3:24])[CH:23]=5)=[CH:15][C:14]=4[CH3:25])[N:10]=[CH:11][C:6]=3[CH:5]=[CH:4][N:3]=2)[CH:29]=[N:28]1. The catalyst class is: 667. (3) The catalyst class is: 6. Product: [NH2:10][C:5]1[CH:4]=[C:3]([CH:9]=[CH:8][C:6]=1[NH2:7])[CH:1]=[CH2:2]. Reactant: [CH:1]([C:3]1[CH:9]=[CH:8][C:6]([NH2:7])=[C:5]([N+:10]([O-])=O)[CH:4]=1)=[CH2:2].O.O.O.O.O.O.O.O.O.[S-2].[Na+].[Na+].C(O)C. (4) Reactant: [C:1]12([C:7]3[CH:12]=[CH:11][C:10]([N:13]4[CH2:17][C@H:16]([CH2:18][NH:19][C:20](=[O:22])[CH3:21])[O:15][C:14]4=[O:23])=[CH:9][CH:8]=3)[CH2:6][CH:5]1[CH2:4][NH:3][CH2:2]2.C(N(CC)CC)C.Cl[C:32]([O:34][CH3:35])=[O:33]. Product: [C:20]([NH:19][CH2:18][C@@H:16]1[O:15][C:14](=[O:23])[N:13]([C:10]2[CH:9]=[CH:8][C:7]([C:1]34[CH2:6][CH:5]3[CH2:4][N:3]([C:32]([O:34][CH3:35])=[O:33])[CH2:2]4)=[CH:12][CH:11]=2)[CH2:17]1)(=[O:22])[CH3:21]. The catalyst class is: 2. (5) Reactant: [H-].[H-].[H-].[H-].[Li+].[Al+3].[OH:7][C:8]1([CH2:21][C:22]([NH2:24])=O)[CH2:13][CH2:12][N:11]([CH2:14][C:15]2[CH:20]=[CH:19][CH:18]=[CH:17][CH:16]=2)[CH2:10][CH2:9]1. Product: [NH2:24][CH2:22][CH2:21][C:8]1([OH:7])[CH2:9][CH2:10][N:11]([CH2:14][C:15]2[CH:20]=[CH:19][CH:18]=[CH:17][CH:16]=2)[CH2:12][CH2:13]1. The catalyst class is: 1. (6) Reactant: [C:1]([O:5][C:6](=[O:16])[CH2:7]P(OCC)(OCC)=O)([CH3:4])([CH3:3])[CH3:2].[H-].[Na+].[CH2:19]([O:26][C:27]([C:29]1[O:30][C:31]([CH:34]=O)=[CH:32][CH:33]=1)=[O:28])[C:20]1[CH:25]=[CH:24][CH:23]=[CH:22][CH:21]=1. Product: [CH2:19]([O:26][C:27]([C:29]1[O:30][C:31]([CH:34]=[CH:7][C:6]([O:5][C:1]([CH3:2])([CH3:3])[CH3:4])=[O:16])=[CH:32][CH:33]=1)=[O:28])[C:20]1[CH:21]=[CH:22][CH:23]=[CH:24][CH:25]=1. The catalyst class is: 7.